Dataset: Full USPTO retrosynthesis dataset with 1.9M reactions from patents (1976-2016). Task: Predict the reactants needed to synthesize the given product. (1) Given the product [F:15][C:16]1[CH:21]=[C:20]([F:22])[CH:19]=[CH:18][C:17]=1[NH:23][C:1](=[O:10])[C:2]1[CH:8]=[CH:7][CH:6]=[CH:5][C:3]=1[OH:4], predict the reactants needed to synthesize it. The reactants are: [C:1]([OH:10])(=O)[C:2]1[C:3](=[CH:5][CH:6]=[CH:7][CH:8]=1)[OH:4].S(Cl)(Cl)=O.[F:15][C:16]1[CH:21]=[C:20]([F:22])[CH:19]=[CH:18][C:17]=1[NH2:23]. (2) Given the product [N:1]([C:2]1[C:11]([C:12]2[CH:13]=[CH:14][C:15]([O:18][CH2:19][C:20]3[CH:25]=[CH:24][CH:23]=[CH:22][CH:21]=3)=[CH:16][CH:17]=2)=[N:10][C:9]([Br:26])=[CH:8][C:3]=1[C:4]([O:6][CH3:7])=[O:5])=[N+:31]=[N-:32], predict the reactants needed to synthesize it. The reactants are: [NH2:1][C:2]1[C:11]([C:12]2[CH:17]=[CH:16][C:15]([O:18][CH2:19][C:20]3[CH:25]=[CH:24][CH:23]=[CH:22][CH:21]=3)=[CH:14][CH:13]=2)=[N:10][C:9]([Br:26])=[CH:8][C:3]=1[C:4]([O:6][CH3:7])=[O:5].N([O-])=O.[Na+].[N-:31]=[N+:32]=[N-].[Na+].CCOCC. (3) Given the product [CH2:25]([O:27][C:28](=[O:51])[CH2:29][N:30]1[C:38]2[C:33](=[CH:34][CH:35]=[CH:36][CH:37]=2)[CH:32]([C:39]2[CH:40]=[C:41]3[C:45](=[CH:46][C:47]=2[OH:48])[CH2:44][CH2:43][CH2:42]3)[C:31]1=[O:50])[CH3:26], predict the reactants needed to synthesize it. The reactants are: BrC1C=CC(O)=C(C2(O)C3C(=CC=CC=3)N(CCCCC)C2=O)C=1.[CH2:25]([O:27][C:28](=[O:51])[CH2:29][N:30]1[C:38]2[C:33](=[CH:34][CH:35]=[CH:36][CH:37]=2)[C:32](O)([C:39]2[CH:40]=[C:41]3[C:45](=[CH:46][C:47]=2[OH:48])[CH2:44][CH2:43][CH2:42]3)[C:31]1=[O:50])[CH3:26]. (4) Given the product [F:29][C:2]([F:1])([F:28])[CH2:3][CH2:4][CH:5]([C:17]1[CH:18]=[CH:19][C:20]([C:21]([OH:23])=[O:22])=[CH:26][CH:27]=1)[NH:6][C:7]1[CH:8]=[N:9][C:10]2[C:15]([CH:16]=1)=[CH:14][CH:13]=[CH:12][CH:11]=2, predict the reactants needed to synthesize it. The reactants are: [F:1][C:2]([F:29])([F:28])[CH2:3][CH2:4][CH:5]([C:17]1[CH:27]=[CH:26][C:20]([C:21]([O:23]CC)=[O:22])=[CH:19][CH:18]=1)[NH:6][C:7]1[CH:8]=[N:9][C:10]2[C:15]([CH:16]=1)=[CH:14][CH:13]=[CH:12][CH:11]=2.[OH-].[Na+]. (5) Given the product [Br:11][C:12]1[CH:17]=[CH:16][C:15]([O:18][C:2]2[N:3]=[CH:4][CH:5]=[C:6]3[CH:10]=[CH:9][O:8][C:7]=23)=[CH:14][C:13]=1[CH3:19], predict the reactants needed to synthesize it. The reactants are: Cl[C:2]1[N:3]=[CH:4][CH:5]=[C:6]2[CH:10]=[CH:9][O:8][C:7]=12.[Br:11][C:12]1[CH:17]=[CH:16][C:15]([OH:18])=[CH:14][C:13]=1[CH3:19]. (6) Given the product [NH2:3][C:4]1[CH:9]=[C:8]([Cl:11])[N:7]=[C:6]([C:12]([OH:14])=[O:13])[C:5]=1[Cl:15], predict the reactants needed to synthesize it. The reactants are: [OH-].[Na+].[NH2:3][C:4]1[C:9](Cl)=[C:8]([Cl:11])[N:7]=[C:6]([C:12]([OH:14])=[O:13])[C:5]=1[Cl:15]. (7) Given the product [I:8][C:6]1[N:7]=[C:2]([NH:25][CH2:24][C:23]([F:27])([F:26])[F:22])[C:3]2[CH:11]=[CH:10][N:9]([S:12]([C:15]3[CH:20]=[CH:19][C:18]([CH3:21])=[CH:17][CH:16]=3)(=[O:14])=[O:13])[C:4]=2[N:5]=1, predict the reactants needed to synthesize it. The reactants are: Cl[C:2]1[C:3]2[CH:11]=[CH:10][N:9]([S:12]([C:15]3[CH:20]=[CH:19][C:18]([CH3:21])=[CH:17][CH:16]=3)(=[O:14])=[O:13])[C:4]=2[N:5]=[C:6]([I:8])[N:7]=1.[F:22][C:23]([F:27])([F:26])[CH2:24][NH2:25].CCN(C(C)C)C(C)C. (8) Given the product [Cl:16][C:15]1[CH:14]=[CH:13][C:12]([CH2:17][CH2:18][C:19]#[N:20])=[CH:11][C:10]=1[CH2:9][OH:8], predict the reactants needed to synthesize it. The reactants are: [Si]([O:8][CH2:9][C:10]1[CH:11]=[C:12](/[CH:17]=[CH:18]/[C:19]#[N:20])[CH:13]=[CH:14][C:15]=1[Cl:16])(C(C)(C)C)(C)C.[F-].C([N+](CCCC)(CCCC)CCCC)CCC. (9) Given the product [F:1][C:2]1[CH:17]=[CH:16][C:5]([C:6]2[O:15][C:10]3[CH:11]=[CH:12][CH:13]=[CH:14][C:9]=3[N:8]=2)=[CH:4][CH:3]=1, predict the reactants needed to synthesize it. The reactants are: [F:1][C:2]1[CH:17]=[CH:16][C:5]([C:6]([NH:8][C:9]2[CH:14]=[CH:13][CH:12]=[CH:11][C:10]=2[OH:15])=O)=[CH:4][CH:3]=1.OS(O)(=O)=O.CS(O)(=O)=O.C1(C)C=CC(S(O)(=O)=O)=CC=1.